Predict the reactants needed to synthesize the given product. From a dataset of Full USPTO retrosynthesis dataset with 1.9M reactions from patents (1976-2016). (1) The reactants are: [CH3:1][O:2][C:3]1[C:8]([S:9][C:10]2[NH:11][C:12]3[C:17]([N:18]=2)=[C:16]([NH2:19])[N:15]=[CH:14][N:13]=3)=[CH:7][C:6]([O:20][CH3:21])=[CH:5][C:4]=1[C:22]1[CH:27]=[CH:26][CH:25]=[CH:24][CH:23]=1.Cl[CH2:29][CH2:30][CH2:31][C:32]#[CH:33].C([O-])([O-])=O.[K+].[K+].O.CC#N. Given the product [CH3:1][O:2][C:3]1[C:8]([S:9][C:10]2[N:11]([CH2:33][CH2:32][CH2:31][C:30]#[CH:29])[C:12]3[C:17]([N:18]=2)=[C:16]([NH2:19])[N:15]=[CH:14][N:13]=3)=[CH:7][C:6]([O:20][CH3:21])=[CH:5][C:4]=1[C:22]1[CH:27]=[CH:26][CH:25]=[CH:24][CH:23]=1, predict the reactants needed to synthesize it. (2) The reactants are: [CH3:1][O:2][C:3]([C:5]1([NH:15][C:16]([O:18][CH2:19][CH:20]([CH3:22])[CH3:21])=[O:17])[CH2:14][CH2:13][C:12]2[C:7](=[CH:8][CH:9]=[CH:10][CH:11]=2)[CH2:6]1)=[O:4].CN(C)C=O.[H-].[Na+].I[CH2:31][CH3:32]. Given the product [CH3:1][O:2][C:3]([C:5]1([N:15]([CH2:31][CH3:32])[C:16]([O:18][CH2:19][CH:20]([CH3:22])[CH3:21])=[O:17])[CH2:14][CH2:13][C:12]2[C:7](=[CH:8][CH:9]=[CH:10][CH:11]=2)[CH2:6]1)=[O:4], predict the reactants needed to synthesize it. (3) Given the product [C:32]([NH:33][C@H:34]1[CH2:38][CH2:37][N:36]([C:9]2[C:8]([F:12])=[CH:7][C:3]([C:4]([NH2:6])=[O:5])=[C:2]([O:26][C:23]3[CH:22]=[CH:21][C:20]([O:13][C:14]4[CH:19]=[CH:18][CH:17]=[CH:16][CH:15]=4)=[CH:25][CH:24]=3)[N:10]=2)[CH2:35]1)(=[O:39])[CH:40]=[CH2:41], predict the reactants needed to synthesize it. The reactants are: Cl[C:2]1[N:10]=[C:9](Cl)[C:8]([F:12])=[CH:7][C:3]=1[C:4]([NH2:6])=[O:5].[O:13]([C:20]1[CH:25]=[CH:24][C:23]([OH:26])=[CH:22][CH:21]=1)[C:14]1[CH:19]=[CH:18][CH:17]=[CH:16][CH:15]=1.C(O[C:32](=[O:39])[NH:33][C@H:34]1[CH2:38][CH2:37][NH:36][CH2:35]1)(C)(C)C.[C:40](O)(=O)[CH:41]=C. (4) Given the product [Cl:14][C:11]1[CH:12]=[CH:13][C:8]([CH:7]([CH:15]([C:19]2[CH:20]=[CH:21][C:22]([C:23]([NH:36][CH2:35][CH2:34][C:33]([O:32][CH2:30][CH3:31])=[O:37])=[O:24])=[CH:26][CH:27]=2)[CH2:16][CH2:17][CH3:18])[C:6]([O:5][C:1]([CH3:4])([CH3:2])[CH3:3])=[O:28])=[CH:9][CH:10]=1, predict the reactants needed to synthesize it. The reactants are: [C:1]([O:5][C:6](=[O:28])[CH:7]([CH:15]([C:19]1[CH:27]=[CH:26][C:22]([C:23](O)=[O:24])=[CH:21][CH:20]=1)[CH2:16][CH2:17][CH3:18])[C:8]1[CH:13]=[CH:12][C:11]([Cl:14])=[CH:10][CH:9]=1)([CH3:4])([CH3:3])[CH3:2].Cl.[CH2:30]([O:32][C:33](=[O:37])[CH2:34][CH2:35][NH2:36])[CH3:31].C1C=CC2N(O)N=NC=2C=1.C(Cl)CCl.CCN(CC)CC.